Task: Regression. Given two drug SMILES strings and cell line genomic features, predict the synergy score measuring deviation from expected non-interaction effect.. Dataset: NCI-60 drug combinations with 297,098 pairs across 59 cell lines (1) Drug 1: CCC1(CC2CC(C3=C(CCN(C2)C1)C4=CC=CC=C4N3)(C5=C(C=C6C(=C5)C78CCN9C7C(C=CC9)(C(C(C8N6C=O)(C(=O)OC)O)OC(=O)C)CC)OC)C(=O)OC)O.OS(=O)(=O)O. Drug 2: CC1=C2C(C(=O)C3(C(CC4C(C3C(C(C2(C)C)(CC1OC(=O)C(C(C5=CC=CC=C5)NC(=O)OC(C)(C)C)O)O)OC(=O)C6=CC=CC=C6)(CO4)OC(=O)C)O)C)O. Cell line: HL-60(TB). Synergy scores: CSS=70.2, Synergy_ZIP=-0.961, Synergy_Bliss=-1.68, Synergy_Loewe=-8.37, Synergy_HSA=0.673. (2) Drug 1: CN1CCC(CC1)COC2=C(C=C3C(=C2)N=CN=C3NC4=C(C=C(C=C4)Br)F)OC. Drug 2: CC1=C(C(=O)C2=C(C1=O)N3CC4C(C3(C2COC(=O)N)OC)N4)N. Cell line: SR. Synergy scores: CSS=51.8, Synergy_ZIP=-0.184, Synergy_Bliss=-1.77, Synergy_Loewe=-29.2, Synergy_HSA=-1.72. (3) Drug 1: CC1=C2C(C(=O)C3(C(CC4C(C3C(C(C2(C)C)(CC1OC(=O)C(C(C5=CC=CC=C5)NC(=O)OC(C)(C)C)O)O)OC(=O)C6=CC=CC=C6)(CO4)OC(=O)C)OC)C)OC. Cell line: SR. Drug 2: C1CN(P(=O)(OC1)NCCCl)CCCl. Synergy scores: CSS=87.0, Synergy_ZIP=12.5, Synergy_Bliss=11.7, Synergy_Loewe=-22.0, Synergy_HSA=12.1. (4) Drug 1: C1=CC(=C2C(=C1NCCNCCO)C(=O)C3=C(C=CC(=C3C2=O)O)O)NCCNCCO. Drug 2: CCCCCOC(=O)NC1=NC(=O)N(C=C1F)C2C(C(C(O2)C)O)O. Cell line: SN12C. Synergy scores: CSS=45.9, Synergy_ZIP=2.06, Synergy_Bliss=2.63, Synergy_Loewe=-37.9, Synergy_HSA=3.94. (5) Drug 1: C1=CC(=C2C(=C1NCCNCCO)C(=O)C3=C(C=CC(=C3C2=O)O)O)NCCNCCO. Drug 2: CC(C)(C#N)C1=CC(=CC(=C1)CN2C=NC=N2)C(C)(C)C#N. Cell line: MALME-3M. Synergy scores: CSS=17.6, Synergy_ZIP=-10.2, Synergy_Bliss=-2.53, Synergy_Loewe=-17.2, Synergy_HSA=-3.74. (6) Drug 1: CC1C(C(CC(O1)OC2CC(CC3=C2C(=C4C(=C3O)C(=O)C5=C(C4=O)C(=CC=C5)OC)O)(C(=O)C)O)N)O.Cl. Drug 2: CCC1(CC2CC(C3=C(CCN(C2)C1)C4=CC=CC=C4N3)(C5=C(C=C6C(=C5)C78CCN9C7C(C=CC9)(C(C(C8N6C)(C(=O)OC)O)OC(=O)C)CC)OC)C(=O)OC)O.OS(=O)(=O)O. Cell line: SK-MEL-5. Synergy scores: CSS=46.2, Synergy_ZIP=-5.74, Synergy_Bliss=-3.35, Synergy_Loewe=-18.3, Synergy_HSA=-4.10.